This data is from Blood-brain barrier permeability classification from the B3DB database. The task is: Regression/Classification. Given a drug SMILES string, predict its absorption, distribution, metabolism, or excretion properties. Task type varies by dataset: regression for continuous measurements (e.g., permeability, clearance, half-life) or binary classification for categorical outcomes (e.g., BBB penetration, CYP inhibition). Dataset: b3db_classification. The drug is CC[C@H](O)C(C[C@H](C)N(C)C)(c1ccccc1)c1ccccc1. The result is 1 (penetrates BBB).